Predict the product of the given reaction. From a dataset of Forward reaction prediction with 1.9M reactions from USPTO patents (1976-2016). (1) Given the reactants [CH3:1][C:2]1[CH:7]=[CH:6][C:5]([S:8]([O:11][CH2:12][CH:13]2[CH2:17][C:16]3[CH:18]=[CH:19][C:20]([OH:22])=[CH:21][C:15]=3[O:14]2)(=[O:10])=[O:9])=[CH:4][CH:3]=1.C(N(C(C)C)CC)(C)C.[F:32][C:33]([F:46])([F:45])[S:34](O[S:34]([C:33]([F:46])([F:45])[F:32])(=[O:36])=[O:35])(=[O:36])=[O:35], predict the reaction product. The product is: [CH3:1][C:2]1[CH:3]=[CH:4][C:5]([S:8]([O:11][CH2:12][CH:13]2[CH2:17][C:16]3[CH:18]=[CH:19][C:20]([O:22][S:34]([C:33]([F:46])([F:45])[F:32])(=[O:36])=[O:35])=[CH:21][C:15]=3[O:14]2)(=[O:10])=[O:9])=[CH:6][CH:7]=1. (2) Given the reactants CC(C)=[O:3].[Cl:5][C:6]1[CH:11]=[CH:10][C:9]([C@H:12]2[N:19]3[C:15]([S:16][C:17]([C:23]([O:25][CH2:26][CH3:27])=[O:24])=[C:18]3[CH:20](Br)Br)=[N:14][C@:13]2([C:29]2[CH:34]=[CH:33][C:32]([Cl:35])=[CH:31][CH:30]=2)[CH3:28])=[CH:8][CH:7]=1.O, predict the reaction product. The product is: [Cl:5][C:6]1[CH:11]=[CH:10][C:9]([C@H:12]2[N:19]3[C:15]([S:16][C:17]([C:23]([O:25][CH2:26][CH3:27])=[O:24])=[C:18]3[CH:20]=[O:3])=[N:14][C@:13]2([C:29]2[CH:34]=[CH:33][C:32]([Cl:35])=[CH:31][CH:30]=2)[CH3:28])=[CH:8][CH:7]=1. (3) Given the reactants CCN=C=NCCCN(C)C.C1C=CC2N(O)N=NC=2C=1.[CH:22]([C:25]1[CH:31]=[CH:30][CH:29]=[C:28]([CH:32]([CH3:34])[CH3:33])[C:26]=1[NH2:27])([CH3:24])[CH3:23].[Br:35][CH2:36][CH2:37][CH2:38][CH2:39][CH2:40][CH2:41][CH2:42][C:43](O)=[O:44], predict the reaction product. The product is: [Br:35][CH2:36][CH2:37][CH2:38][CH2:39][CH2:40][CH2:41][CH2:42][C:43]([NH:27][C:26]1[C:25]([CH:22]([CH3:24])[CH3:23])=[CH:31][CH:30]=[CH:29][C:28]=1[CH:32]([CH3:34])[CH3:33])=[O:44]. (4) Given the reactants [CH3:1][C:2]1([CH3:27])[CH2:7][CH:6]([NH:8][C:9]2[N:14]=[C:13]([C:15]3[S:19][C:18]4[CH:20]=[C:21]([OH:24])[CH:22]=[CH:23][C:17]=4[CH:16]=3)[CH:12]=[CH:11][N:10]=2)[CH2:5][C:4]([CH3:26])([CH3:25])[NH:3]1.[C:28]1(P(C2C=CC=CC=2)C2C=CC=CC=2)C=CC=C[CH:29]=1.CCO.CCOC(/N=N/C(OCC)=O)=O, predict the reaction product. The product is: [CH2:28]([O:24][C:21]1[CH:22]=[CH:23][C:17]2[CH:16]=[C:15]([C:13]3[CH:12]=[CH:11][N:10]=[C:9]([NH:8][CH:6]4[CH2:7][C:2]([CH3:27])([CH3:1])[NH:3][C:4]([CH3:26])([CH3:25])[CH2:5]4)[N:14]=3)[S:19][C:18]=2[CH:20]=1)[CH3:29]. (5) Given the reactants [Br:1][C:2]1[CH:7]=[CH:6][CH:5]=[CH:4][C:3]=1[CH2:8][N:9]1[C:14](=[O:15])[C:13]([C:16]([NH:18][CH2:19][C:20]([O:22]CC)=[O:21])=[O:17])=[C:12]([OH:25])[C:11]([C:26](OC)=[O:27])=[C:10]1[OH:30].[CH2:31]([NH2:35])[CH:32]([CH3:34])[CH3:33].Cl, predict the reaction product. The product is: [Br:1][C:2]1[CH:7]=[CH:6][CH:5]=[CH:4][C:3]=1[CH2:8][N:9]1[C:10]([OH:30])=[C:11]([C:26]([NH:35][CH2:31][CH:32]([CH3:34])[CH3:33])=[O:27])[C:12]([OH:25])=[C:13]([C:16]([NH:18][CH2:19][C:20]([OH:22])=[O:21])=[O:17])[C:14]1=[O:15].